Dataset: Forward reaction prediction with 1.9M reactions from USPTO patents (1976-2016). Task: Predict the product of the given reaction. (1) Given the reactants C([O:5][C:6](=[O:53])[N:7]([CH2:9][C@@H:10]([O:45][Si](C(C)(C)C)(C)C)[CH2:11][O:12][C:13]1[CH:18]=[CH:17][C:16]([Cl:19])=[C:15]([C:20]2[N:25]=[C:24]([C:26]3[C:27]([CH3:32])=[N:28][O:29][C:30]=3[CH3:31])[C:23]([CH3:33])=[C:22]([N:34]3[CH2:41][C:40]4[CH:39]=[N:38][N:37]([CH:42]5[CH2:44][CH2:43]5)[C:36]=4[CH2:35]3)[N:21]=2)[CH:14]=1)C)(C)(C)C, predict the reaction product. The product is: [Cl:19][C:16]1[CH:17]=[CH:18][C:13]([O:12][CH2:11][C@H:10]([OH:45])[CH2:9][NH:7][CH3:6])=[CH:14][C:15]=1[C:20]1[N:25]=[C:24]([C:26]2[C:27]([CH3:32])=[N:28][O:29][C:30]=2[CH3:31])[C:23]([CH3:33])=[C:22]([N:34]2[CH2:41][C:40]3[CH:39]=[N:38][N:37]([CH:42]4[CH2:44][CH2:43]4)[C:36]=3[CH2:35]2)[N:21]=1.[CH:6]([OH:53])=[O:5]. (2) Given the reactants [Cl:1][C:2]1[CH:10]=[CH:9][CH:8]=[C:7]2[C:3]=1[CH:4]([OH:21])[N:5]([C:12]([CH3:20])([C:14]1[CH:19]=[CH:18][CH:17]=[CH:16][CH:15]=1)[CH3:13])[C:6]2=[O:11].CN(CCN(C)C)C.C([Li])(CC)C.CCCCCC.[I:41]I.S([O-])([O-])(=O)=S.[Na+].[Na+], predict the reaction product. The product is: [Cl:1][C:2]1[CH:10]=[CH:9][C:8]([I:41])=[C:7]2[C:3]=1[CH:4]([OH:21])[N:5]([C:12]([CH3:13])([C:14]1[CH:15]=[CH:16][CH:17]=[CH:18][CH:19]=1)[CH3:20])[C:6]2=[O:11]. (3) The product is: [CH3:1][O:2][C:3]([C:5]1[CH:6]=[CH:7][CH:8]=[C:9]2[C:13]=1[NH:12][CH:11]=[C:10]2[C:24]([CH:20]1[C:21]([CH3:23])([CH3:22])[C:19]1([CH3:27])[CH3:18])=[O:25])=[O:4]. Given the reactants [CH3:1][O:2][C:3]([C:5]1[CH:6]=[CH:7][CH:8]=[C:9]2[C:13]=1[NH:12][CH:11]=[CH:10]2)=[O:4].C([Mg]Br)C.[CH3:18][C:19]1([CH3:27])[C:21]([CH3:23])([CH3:22])[CH:20]1[C:24](Cl)=[O:25], predict the reaction product. (4) The product is: [C:1]([O:5][C:6](=[O:7])[NH:8][C:9]1[C:10]([C:14](=[O:16])[NH:30][C:25]2[CH:24]=[CH:31][C:28]([CH2:23][N:17]3[CH2:18][CH2:19][O:20][CH2:21][CH2:22]3)=[CH:27][C:26]=2[NH2:29])=[N:11][NH:12][CH:13]=1)([CH3:2])([CH3:3])[CH3:4]. Given the reactants [C:1]([O:5][C:6]([NH:8][C:9]1[C:10]([C:14]([OH:16])=O)=[N:11][NH:12][CH:13]=1)=[O:7])([CH3:4])([CH3:3])[CH3:2].[N:17]1([C:23]2[C:24]([CH3:31])=[C:25]([NH2:30])[C:26]([NH2:29])=[CH:27][CH:28]=2)[CH2:22][CH2:21][O:20][CH2:19][CH2:18]1.C(Cl)CCl.C1C=CC2N(O)N=NC=2C=1, predict the reaction product. (5) Given the reactants [F:1][C:2]([F:33])([F:32])[C:3]1[CH:27]=[C:26]([C:28]([F:31])([F:30])[F:29])[CH:25]=[CH:24][C:4]=1[CH2:5][O:6][C:7]1[CH:12]=[CH:11][C:10](/[CH:13]=[C:14]2/[C:15]([NH:20][CH3:21])=[N:16][C:17](=[O:19])[S:18]/2)=[CH:9][C:8]=1[O:22][CH3:23].C(=O)([O-])[O-].[K+].[K+].[CH2:40](Br)[CH3:41].O, predict the reaction product. The product is: [F:33][C:2]([F:1])([F:32])[C:3]1[CH:27]=[C:26]([C:28]([F:30])([F:29])[F:31])[CH:25]=[CH:24][C:4]=1[CH2:5][O:6][C:7]1[CH:12]=[CH:11][C:10](/[CH:13]=[C:14]2/[C:15](=[N:20]\[CH3:21])/[N:16]([CH2:40][CH3:41])[C:17](=[O:19])[S:18]/2)=[CH:9][C:8]=1[O:22][CH3:23]. (6) Given the reactants IC1C=CC(C2CCCC(=O)C2)=CC=1.I[C:16]1[CH:21]=[CH:20][C:19]([CH:22]2[CH2:27][CH2:26][CH2:25][CH:24]([NH:28][CH:29]([C:31]3[C:40]4[C:35](=[CH:36][CH:37]=[CH:38][CH:39]=4)[CH:34]=[CH:33][CH:32]=3)[CH3:30])[CH2:23]2)=[CH:18][CH:17]=1.[O:41]1[CH2:45][CH2:44][NH:43][C:42]1=[O:46].NCC(O)=O.[O-]P([O-])([O-])=O.[K+].[K+].[K+], predict the reaction product. The product is: [C:31]1([C@H:29]([NH:28][CH:24]2[CH2:25][CH2:26][CH2:27][CH:22]([C:19]3[CH:20]=[CH:21][C:16]([N:43]4[CH2:44][CH2:45][O:41][C:42]4=[O:46])=[CH:17][CH:18]=3)[CH2:23]2)[CH3:30])[C:40]2[C:35](=[CH:36][CH:37]=[CH:38][CH:39]=2)[CH:34]=[CH:33][CH:32]=1. (7) The product is: [Br:1][C:2]1[N:3]=[C:4]([CH2:21][CH3:22])[C:5]([NH:10][CH:11]2[C:19]3[CH:18]=[CH:17][S:42][C:14]=3[CH2:15][CH2:16][CH:12]2[CH3:13])=[N:6][C:7]=1[CH2:8][CH3:9]. Given the reactants [Br:1][C:2]1[N:3]=[C:4]([CH2:21][CH3:22])[C:5]([NH:10][C@@H:11]2[C:19]3[C:14](=[CH:15][CH:16]=[CH:17][CH:18]=3)[CH2:13][C@@H:12]2O)=[N:6][C:7]=1[CH2:8][CH3:9].C(C1C(NC2C3C=C[S:42]C=3CCC2C)=NC(CC)=CN=1)C, predict the reaction product.